Dataset: Peptide-MHC class II binding affinity with 134,281 pairs from IEDB. Task: Regression. Given a peptide amino acid sequence and an MHC pseudo amino acid sequence, predict their binding affinity value. This is MHC class II binding data. (1) The peptide sequence is GCGSCFEIKCTKPEA. The MHC is DRB1_0401 with pseudo-sequence DRB1_0401. The binding affinity (normalized) is 0.0397. (2) The peptide sequence is HLCGSHNVEAL. The MHC is HLA-DQA10102-DQB10604 with pseudo-sequence HLA-DQA10102-DQB10604. The binding affinity (normalized) is 0. (3) The peptide sequence is ELYYAIHKASTVLAF. The MHC is HLA-DPA10201-DPB10501 with pseudo-sequence HLA-DPA10201-DPB10501. The binding affinity (normalized) is 0.449. (4) The peptide sequence is QGLRYFIMAYVNQAH. The MHC is H-2-IAb with pseudo-sequence H-2-IAb. The binding affinity (normalized) is 0.419. (5) The peptide sequence is SGAGWSGMAEATSLD. The MHC is DRB1_0701 with pseudo-sequence DRB1_0701. The binding affinity (normalized) is 0.382. (6) The peptide sequence is GRYKDEKDVTDITVK. The MHC is HLA-DPA10201-DPB10101 with pseudo-sequence HLA-DPA10201-DPB10101. The binding affinity (normalized) is 0. (7) The peptide sequence is MNIKLQMPLYVAGYK. The MHC is DRB3_0101 with pseudo-sequence DRB3_0101. The binding affinity (normalized) is 0.431.